This data is from Full USPTO retrosynthesis dataset with 1.9M reactions from patents (1976-2016). The task is: Predict the reactants needed to synthesize the given product. (1) Given the product [Br:1][C:2]1[CH:27]=[CH:26][C:5]([O:6][C:7]2[CH:12]=[CH:11][CH:10]=[CH:9][C:8]=2[NH:13][S:14]([C:17]2[CH:25]=[CH:24][C:20]([C:21]([NH:44][CH2:43][CH2:42][C:39]3[CH:40]=[CH:41][C:36]([C:32]4[NH:33][CH2:34][CH2:35][N:31]=4)=[CH:37][CH:38]=3)=[O:23])=[CH:19][CH:18]=2)(=[O:15])=[O:16])=[C:4]([Cl:28])[CH:3]=1, predict the reactants needed to synthesize it. The reactants are: [Br:1][C:2]1[CH:27]=[CH:26][C:5]([O:6][C:7]2[CH:12]=[CH:11][CH:10]=[CH:9][C:8]=2[NH:13][S:14]([C:17]2[CH:25]=[CH:24][C:20]([C:21]([OH:23])=O)=[CH:19][CH:18]=2)(=[O:16])=[O:15])=[C:4]([Cl:28])[CH:3]=1.Cl.Cl.[NH:31]1[CH2:35][CH2:34][N:33]=[C:32]1[C:36]1[CH:41]=[CH:40][C:39]([CH2:42][CH2:43][NH2:44])=[CH:38][CH:37]=1. (2) Given the product [F:12][C:13]1[CH:28]=[CH:27][CH:26]=[C:25]([F:29])[C:14]=1[CH2:15][S:16]([C:17]1[CH2:21][C:20]([CH2:23][CH3:24])([CH3:22])[O:19][N:18]=1)=[O:9], predict the reactants needed to synthesize it. The reactants are: ClC1C=CC=C(C(OO)=[O:9])C=1.[F:12][C:13]1[CH:28]=[CH:27][CH:26]=[C:25]([F:29])[C:14]=1[CH2:15][S:16][C:17]1[CH2:21][C:20]([CH2:23][CH3:24])([CH3:22])[O:19][N:18]=1.O. (3) Given the product [Cl:8][C:6]1[N:5]=[CH:4][N:3]=[C:2]([NH:30][C:29]2[CH:31]=[CH:32][CH:33]=[C:27]([CH2:26][S:23]([CH:18]3[CH2:19][CH2:20][CH2:21][CH2:22]3)(=[O:25])=[O:24])[CH:28]=2)[N:7]=1, predict the reactants needed to synthesize it. The reactants are: Cl[C:2]1[N:7]=[C:6]([Cl:8])[N:5]=[CH:4][N:3]=1.CCN(C(C)C)C(C)C.[CH:18]1([S:23]([CH2:26][C:27]2[CH:28]=[C:29]([CH:31]=[CH:32][CH:33]=2)[NH2:30])(=[O:25])=[O:24])[CH2:22][CH2:21][CH2:20][CH2:19]1.